This data is from Forward reaction prediction with 1.9M reactions from USPTO patents (1976-2016). The task is: Predict the product of the given reaction. (1) Given the reactants Br[CH2:2][C:3]([NH:5][C@@:6]([C:13]1[CH:18]=[C:17]([Br:19])[CH:16]=[CH:15][C:14]=1[F:20])([CH3:12])[C:7]([F:11])([F:10])[CH2:8][OH:9])=[O:4].CCCCCCC, predict the reaction product. The product is: [Br:19][C:17]1[CH:16]=[CH:15][C:14]([F:20])=[C:13]([C@:6]2([CH3:12])[C:7]([F:11])([F:10])[CH2:8][O:9][CH2:2][C:3](=[O:4])[NH:5]2)[CH:18]=1. (2) Given the reactants [C:1]([C:3]1[S:4][CH:5]=[C:6]([CH3:18])[C:7]=1OS(C1C=CC=CC=1)(=O)=O)#[N:2].[C:19]([C:21]1[CH:26]=[CH:25][C:24]([O:27][CH3:28])=[CH:23][CH:22]=1)#[CH:20], predict the reaction product. The product is: [CH3:28][O:27][C:24]1[CH:25]=[CH:26][C:21]([C:19]#[C:20][C:7]2[C:6]([CH3:18])=[CH:5][S:4][C:3]=2[C:1]#[N:2])=[CH:22][CH:23]=1. (3) Given the reactants CC1(C)[O:6][CH:5]([C:7]2[CH:16]=[CH:15][C:14]3[C:9](=[C:10]([N:17]4[CH2:22][CH2:21][CH:20]([CH2:23][NH:24][C:25](=[O:31])[O:26][C:27]([CH3:30])([CH3:29])[CH3:28])[CH2:19][CH2:18]4)[CH:11]=[CH:12][CH:13]=3)[N:8]=2)[CH2:4][O:3]1.Cl, predict the reaction product. The product is: [OH:6][CH:5]([C:7]1[CH:16]=[CH:15][C:14]2[C:9](=[C:10]([N:17]3[CH2:18][CH2:19][CH:20]([CH2:23][NH:24][C:25](=[O:31])[O:26][C:27]([CH3:29])([CH3:28])[CH3:30])[CH2:21][CH2:22]3)[CH:11]=[CH:12][CH:13]=2)[N:8]=1)[CH2:4][OH:3]. (4) Given the reactants [F:1][C:2]([F:33])([F:32])[C:3]1[CH:4]=[C:5]([C@H:13]2[O:17][C:16](=[O:18])[N:15]([CH2:19][C:20]3[CH:25]=[C:24]([C:26]([F:29])([F:28])[F:27])[CH:23]=[CH:22][C:21]=3I)[C@H:14]2[CH3:31])[CH:6]=[C:7]([C:9]([F:12])([F:11])[F:10])[CH:8]=1.[F:34][C:35]1[C:40]([CH:41]([CH3:43])[CH3:42])=[CH:39][C:38](B(O)O)=[C:37]([O:47][CH3:48])[CH:36]=1.C(=O)([O-])[O-].[Na+].[Na+], predict the reaction product. The product is: [F:1][C:2]([F:33])([F:32])[C:3]1[CH:4]=[C:5]([C@H:13]2[O:17][C:16](=[O:18])[N:15]([CH2:19][C:20]3[CH:25]=[C:24]([C:26]([F:29])([F:28])[F:27])[CH:23]=[CH:22][C:21]=3[C:38]3[CH:39]=[C:40]([CH:41]([CH3:43])[CH3:42])[C:35]([F:34])=[CH:36][C:37]=3[O:47][CH3:48])[C@H:14]2[CH3:31])[CH:6]=[C:7]([C:9]([F:12])([F:11])[F:10])[CH:8]=1. (5) Given the reactants [N+:1]([C:4]1[CH:12]=[CH:11][C:7]2[CH2:8][CH2:9][O:10][C:6]=2[CH:5]=1)([O-])=O.CCOC(C)=O, predict the reaction product. The product is: [O:10]1[C:6]2[CH:5]=[C:4]([NH2:1])[CH:12]=[CH:11][C:7]=2[CH2:8][CH2:9]1. (6) Given the reactants [F:1][C:2]1[C:7]([CH3:8])=[CH:6][CH:5]=[CH:4][C:3]=1/[N:9]=[C:10](\[CH2:15][C:16]([O:18]C)=O)/[C:11]([O:13][CH3:14])=[O:12].CS(O)(=O)=O.O=P12OP3(OP(OP(O3)(O1)=O)(=O)O2)=O.C([O-])(O)=O.[Na+], predict the reaction product. The product is: [F:1][C:2]1[C:7]([CH3:8])=[CH:6][CH:5]=[C:4]2[C:3]=1[N:9]=[C:10]([C:11]([O:13][CH3:14])=[O:12])[CH:15]=[C:16]2[OH:18]. (7) Given the reactants [NH2:1][C:2]1[CH:7]=[CH:6][CH:5]=[CH:4][C:3]=1[NH:8][C:9]([NH:11][C:12]1[CH:17]=[CH:16][C:15]([C:18]2[N:23]=[C:22]([N:24]3[CH2:29][CH2:28][O:27][CH2:26][CH2:25]3)[C:21]([S:30][CH3:31])=[CH:20][N:19]=2)=[CH:14][CH:13]=1)=S.C1(N=C=NC2CCCCC2)CCCCC1, predict the reaction product. The product is: [CH3:31][S:30][C:21]1[C:22]([N:24]2[CH2:29][CH2:28][O:27][CH2:26][CH2:25]2)=[N:23][C:18]([C:15]2[CH:16]=[CH:17][C:12]([NH:11][C:9]3[NH:8][C:3]4[CH:4]=[CH:5][CH:6]=[CH:7][C:2]=4[N:1]=3)=[CH:13][CH:14]=2)=[N:19][CH:20]=1.